This data is from Full USPTO retrosynthesis dataset with 1.9M reactions from patents (1976-2016). The task is: Predict the reactants needed to synthesize the given product. (1) Given the product [Br:1][C:2]1[CH:3]=[CH:4][C:5]([CH:8]([OH:13])[CH2:9][CH2:10][CH2:11][Cl:12])=[CH:6][CH:7]=1, predict the reactants needed to synthesize it. The reactants are: [Br:1][C:2]1[CH:7]=[CH:6][C:5]([C:8](=[O:13])[CH2:9][CH2:10][CH2:11][Cl:12])=[CH:4][CH:3]=1.[BH4-].[Na+].Cl. (2) Given the product [CH2:1]([O:8][C:9]1[C:10]([CH:19]([O:24][C:25]([CH3:28])([CH3:27])[CH3:26])[C:20]([OH:22])=[O:21])=[CH:11][C:12]2[C:17]([CH:18]=1)=[CH:16][CH:15]=[CH:14][CH:13]=2)[C:2]1[CH:3]=[CH:4][CH:5]=[CH:6][CH:7]=1, predict the reactants needed to synthesize it. The reactants are: [CH2:1]([O:8][C:9]1[C:10]([CH:19]([O:24][C:25]([CH3:28])([CH3:27])[CH3:26])[C:20]([O:22]C)=[O:21])=[CH:11][C:12]2[C:17]([CH:18]=1)=[CH:16][CH:15]=[CH:14][CH:13]=2)[C:2]1[CH:7]=[CH:6][CH:5]=[CH:4][CH:3]=1.[OH-].[K+]. (3) Given the product [O:25]1[CH2:29][CH2:28][CH:27]([CH2:30][NH:31][C:7]([C:6]2[N:5]([CH3:10])[N:4]=[C:3]([CH2:11][O:12][CH2:13][C:14]3[CH:23]=[CH:22][C:21]4[C:16](=[CH:17][CH:18]=[CH:19][CH:20]=4)[CH:15]=3)[C:2]=2[Cl:1])=[O:8])[CH2:26]1, predict the reactants needed to synthesize it. The reactants are: [Cl:1][C:2]1[C:3]([CH2:11][O:12][CH2:13][C:14]2[CH:23]=[CH:22][C:21]3[C:16](=[CH:17][CH:18]=[CH:19][CH:20]=3)[CH:15]=2)=[N:4][N:5]([CH3:10])[C:6]=1[C:7](O)=[O:8].Cl.[O:25]1[CH2:29][CH2:28][CH:27]([CH2:30][NH2:31])[CH2:26]1.C(N(CC)CC)C.ON1C2C=CC=CC=2N=N1.Cl.C(N=C=NCCCN(C)C)C. (4) Given the product [F:9][C:10]([F:23])([F:22])[S:11]([O:1][C:2]1[CH:7]=[N:6][C:5]([CH3:8])=[CH:4][CH:3]=1)(=[O:13])=[O:12], predict the reactants needed to synthesize it. The reactants are: [OH:1][C:2]1[CH:3]=[CH:4][C:5]([CH3:8])=[N:6][CH:7]=1.[F:9][C:10]([F:23])([F:22])[S:11](O[S:11]([C:10]([F:23])([F:22])[F:9])(=[O:13])=[O:12])(=[O:13])=[O:12].C(N(CC)CC)C. (5) The reactants are: [CH3:1][C:2]1[CH:28]=[CH:27][C:5]([NH:6][C:7]2[CH:15]=[C:14]([C:16]([OH:18])=O)[C:13]([NH:19][C:20]3[CH:25]=[CH:24][C:23]([CH3:26])=[CH:22][CH:21]=3)=[CH:12][C:8]=2[C:9](O)=[O:10])=[CH:4][CH:3]=1.CO. Given the product [CH3:1][C:2]1[CH:28]=[CH:27][C:5]2[NH:6][C:7]3[C:8]([C:9](=[O:10])[C:4]=2[CH:3]=1)=[CH:12][C:13]1[NH:19][C:20]2[CH:25]=[CH:24][C:23]([CH3:26])=[CH:22][C:21]=2[C:16](=[O:18])[C:14]=1[CH:15]=3, predict the reactants needed to synthesize it. (6) Given the product [F:1][C:2]1[CH:3]=[CH:4][C:5]([CH2:8][C:9]2[CH:18]=[C:17]3[C:12]([C:13]([OH:33])=[C:14]([C:28]([NH:35][CH3:34])=[O:30])[C:15](=[O:27])[N:16]3[CH2:19][C:20](=[O:26])[N:21]3[CH2:22][CH2:23][CH2:24][CH2:25]3)=[N:11][CH:10]=2)=[CH:6][CH:7]=1, predict the reactants needed to synthesize it. The reactants are: [F:1][C:2]1[CH:7]=[CH:6][C:5]([CH2:8][C:9]2[CH:18]=[C:17]3[C:12]([C:13]([OH:33])=[C:14]([C:28]([O:30]CC)=O)[C:15](=[O:27])[N:16]3[CH2:19][C:20](=[O:26])[N:21]3[CH2:25][CH2:24][CH2:23][CH2:22]3)=[N:11][CH:10]=2)=[CH:4][CH:3]=1.[CH3:34][NH2:35]. (7) Given the product [OH:26][CH:24]1[CH:8]([OH:19])[CH:7]2[CH2:10][CH:25]1[CH:2]1[CH:6]2[CH2:5][O:4][C:3]1=[O:11], predict the reactants needed to synthesize it. The reactants are: C12[CH2:10][CH:7]([CH:8]=C1)[CH:6]1[CH:2]2[C:3](=[O:11])[O:4][CH2:5]1.[Mn]([O-])(=O)(=O)=O.[K+].S([O-])([O-])(=O)=[O:19].[Mg+2].[CH2:24]([OH:26])[CH3:25].